From a dataset of Full USPTO retrosynthesis dataset with 1.9M reactions from patents (1976-2016). Predict the reactants needed to synthesize the given product. (1) The reactants are: [C:1]1([S:7]([N:10]2[C:14]3=[CH:15][N:16]=[CH:17][CH:18]=[C:13]3[C:12](I)=[CH:11]2)(=[O:9])=[O:8])[CH:6]=[CH:5][CH:4]=[CH:3][CH:2]=1.[N:20]1[CH:25]=[CH:24][CH:23]=[CH:22][C:21]=1[C:26]1[C:27](B(O)O)=[C:28]2[CH2:33][CH2:32][CH2:31][N:29]2[N:30]=1. Given the product [C:1]1([S:7]([N:10]2[C:14]3=[CH:15][N:16]=[CH:17][CH:18]=[C:13]3[C:12]([C:27]3[C:26]([C:21]4[CH:22]=[CH:23][CH:24]=[CH:25][N:20]=4)=[N:30][N:29]4[CH2:31][CH2:32][CH2:33][C:28]=34)=[CH:11]2)(=[O:9])=[O:8])[CH:6]=[CH:5][CH:4]=[CH:3][CH:2]=1, predict the reactants needed to synthesize it. (2) The reactants are: [CH:1]1([N:6]2[C:10]3[N:11]=[C:12]([NH2:15])[N:13]=[CH:14][C:9]=3[C:8]3[CH:16]=[CH:17][N:18]=[CH:19][C:7]2=3)[CH2:5][CH2:4][CH2:3][CH2:2]1.Cl[C:21]1[N:26]=[N:25][C:24]([N:27]2[CH2:32][CH2:31][N:30]([C:33]([O:35][C:36]([CH3:39])([CH3:38])[CH3:37])=[O:34])[C@H:29](C)[CH2:28]2)=[CH:23][CH:22]=1.C1(P(C2C=CC=CC=2)C2C3OC4C(=CC=CC=4P(C4C=CC=CC=4)C4C=CC=CC=4)C(C)(C)C=3C=CC=2)C=CC=CC=1.CC(C)([O-])C.[Na+]. Given the product [CH:1]1([N:6]2[C:10]3[N:11]=[C:12]([NH:15][C:21]4[N:26]=[N:25][C:24]([N:27]5[CH2:32][CH2:31][N:30]([C:33]([O:35][C:36]([CH3:39])([CH3:38])[CH3:37])=[O:34])[CH2:29][CH2:28]5)=[CH:23][CH:22]=4)[N:13]=[CH:14][C:9]=3[C:8]3[CH:16]=[CH:17][N:18]=[CH:19][C:7]2=3)[CH2:2][CH2:3][CH2:4][CH2:5]1, predict the reactants needed to synthesize it. (3) Given the product [CH2:53]([O:52][C:50]([CH2:17][CH2:16][C@H:14]([C@H:5]1[CH2:4][O:3][C:2]([CH3:19])([CH3:1])[N:6]1[C:7]([O:9][C:10]([CH3:13])([CH3:12])[CH3:11])=[O:8])[CH3:15])=[O:51])[C:54]1[CH:59]=[CH:58][CH:57]=[CH:56][CH:55]=1, predict the reactants needed to synthesize it. The reactants are: [CH3:1][C:2]1([CH3:19])[N:6]([C:7]([O:9][C:10]([CH3:13])([CH3:12])[CH3:11])=[O:8])[C@@H:5]([C@@H:14]([CH2:16][CH:17]=O)[CH3:15])[CH2:4][O:3]1.C(N1CCC(N)CC1)(C)C.C(O[BH-](OC(=O)C)OC(=O)C)(=O)C.[Na+].C(=O)([O-])[O-].[Na+].[Na+].[C:50](Cl)([O:52][CH2:53][C:54]1[CH:59]=[CH:58][CH:57]=[CH:56][CH:55]=1)=[O:51]. (4) The reactants are: [CH3:1][N:2]1[CH2:7][CH2:6][C:5](=[O:8])[CH2:4][CH2:3]1.[Si](OS(C(F)(F)F)(=O)=O)(C)(C)C.[F:21][C:22]1[CH:36]=[CH:35][C:25]([CH:26](O)[C:27]2[CH:32]=[CH:31][C:30]([F:33])=[CH:29][CH:28]=2)=[CH:24][CH:23]=1.C(=O)(O)[O-].[Na+]. Given the product [F:21][C:22]1[CH:23]=[CH:24][C:25]([CH:26]([C:27]2[CH:32]=[CH:31][C:30]([F:33])=[CH:29][CH:28]=2)[CH:4]2[C:5](=[O:8])[CH2:6][CH2:7][N:2]([CH3:1])[CH2:3]2)=[CH:35][CH:36]=1, predict the reactants needed to synthesize it. (5) Given the product [Cl:16][C:11]1[CH:12]=[CH:13][CH:14]=[CH:15][C:10]=1[C:8]1[C:7]([C:17]2[CH:18]=[CH:19][C:20]([Cl:23])=[CH:21][CH:22]=2)=[CH:6][C:3]([C:4]#[N:5])=[C:2]([O:32][C:27]2[CH:28]=[CH:29][C:30]([F:31])=[C:25]([F:24])[CH:26]=2)[N:9]=1, predict the reactants needed to synthesize it. The reactants are: Cl[C:2]1[N:9]=[C:8]([C:10]2[CH:15]=[CH:14][CH:13]=[CH:12][C:11]=2[Cl:16])[C:7]([C:17]2[CH:22]=[CH:21][C:20]([Cl:23])=[CH:19][CH:18]=2)=[CH:6][C:3]=1[C:4]#[N:5].[F:24][C:25]1[CH:26]=[C:27]([OH:32])[CH:28]=[CH:29][C:30]=1[F:31].C([O-])([O-])=O.[Cs+].[Cs+]. (6) Given the product [Cl:1][C:2]1[CH:31]=[C:30]([Cl:32])[CH:29]=[CH:28][C:3]=1[O:4][C:5]1[CH:10]=[CH:9][CH:8]=[CH:7][C:6]=1[NH:11][S:12]([C:15]1[CH:16]=[CH:17][C:18]([C:19]([NH:21][CH2:22][C:23](=[O:25])[NH:39][CH2:38][CH2:37][CH2:36][N:35]([CH2:40][CH3:41])[CH2:33][CH3:34])=[O:20])=[CH:26][CH:27]=1)(=[O:13])=[O:14], predict the reactants needed to synthesize it. The reactants are: [Cl:1][C:2]1[CH:31]=[C:30]([Cl:32])[CH:29]=[CH:28][C:3]=1[O:4][C:5]1[CH:10]=[CH:9][CH:8]=[CH:7][C:6]=1[NH:11][S:12]([C:15]1[CH:27]=[CH:26][C:18]([C:19]([NH:21][CH2:22][C:23]([OH:25])=O)=[O:20])=[CH:17][CH:16]=1)(=[O:14])=[O:13].[CH2:33]([N:35]([CH2:40][CH3:41])[CH2:36][CH2:37][CH2:38][NH2:39])[CH3:34].